Dataset: Catalyst prediction with 721,799 reactions and 888 catalyst types from USPTO. Task: Predict which catalyst facilitates the given reaction. (1) Reactant: [Br:1][C:2]1[CH:3]=[C:4]([N+:12]([O-:14])=[O:13])[C:5]([CH3:11])=[C:6]([CH:10]=1)[C:7]([OH:9])=[O:8].[C:15]([O-])([O-])=O.[Na+].[Na+].IC. Product: [Br:1][C:2]1[CH:3]=[C:4]([N+:12]([O-:14])=[O:13])[C:5]([CH3:11])=[C:6]([CH:10]=1)[C:7]([O:9][CH3:15])=[O:8]. The catalyst class is: 18. (2) Reactant: [NH:1](C(OC(C)(C)C)=O)[C@@H:2]([C:7]([NH:9][C@H:10]([C:15]([NH:17][C@H:18]([C:40]([N:42]1[CH2:51][CH2:50][CH2:49][C@H:43]1[C:44]([NH:46][CH2:47][CH3:48])=[O:45])=[O:41])[CH2:19][CH2:20][CH2:21][NH:22][C:23](=[NH:39])[NH:24][S:25]([C:28]1[C:37]([CH3:38])=[C:35]([CH3:36])[C:32]([O:33][CH3:34])=[CH:31][C:29]=1[CH3:30])(=[O:27])=[O:26])=[O:16])[CH2:11][CH:12]([CH3:14])[CH3:13])=[O:8])[CH2:3][CH:4]([CH3:6])[CH3:5]. Product: [NH2:1][C@@H:2]([C:7]([NH:9][C@H:10]([C:15]([NH:17][C@H:18]([C:40]([N:42]1[CH2:51][CH2:50][CH2:49][C@H:43]1[C:44]([NH:46][CH2:47][CH3:48])=[O:45])=[O:41])[CH2:19][CH2:20][CH2:21][NH:22][C:23](=[NH:39])[NH:24][S:25]([C:28]1[C:37]([CH3:38])=[C:35]([CH3:36])[C:32]([O:33][CH3:34])=[CH:31][C:29]=1[CH3:30])(=[O:26])=[O:27])=[O:16])[CH2:11][CH:12]([CH3:14])[CH3:13])=[O:8])[CH2:3][CH:4]([CH3:5])[CH3:6]. The catalyst class is: 106. (3) Reactant: [C:1]([C:5]1[CH:10]=[CH:9][C:8]([C:11]2[C:15]([C:16]#[N:17])=[C:14]([S:18][CH3:19])[S:13][C:12]=2[C:20]([NH2:22])=O)=[CH:7][CH:6]=1)([CH3:4])([CH3:3])[CH3:2].C=O.C(O)=O. Product: [C:1]([C:5]1[CH:10]=[CH:9][C:8]([C:11]2[C:15]([C:16]#[N:17])=[C:14]([S:18][CH3:19])[S:13][C:12]=2[C:20]#[N:22])=[CH:7][CH:6]=1)([CH3:4])([CH3:2])[CH3:3]. The catalyst class is: 23. (4) Reactant: [C:1]([O:5][C:6]([NH:8][C@H:9]1[C@H:14]([OH:15])[C@@H:13]([CH3:16])[CH2:12][N:11]([C:17]2[CH:22]=[CH:21][N:20]=[CH:19][C:18]=2[N:23]([C:31]([O:33][C:34]([CH3:37])([CH3:36])[CH3:35])=[O:32])[C:24]([O:26][C:27]([CH3:30])([CH3:29])[CH3:28])=[O:25])[CH2:10]1)=[O:7])([CH3:4])([CH3:3])[CH3:2].[CH3:38][S:39](Cl)(=[O:41])=[O:40]. Product: [CH3:38][S:39]([O:15][C@@H:14]1[C@@H:13]([CH3:16])[CH2:12][N:11]([C:17]2[CH:22]=[CH:21][N:20]=[CH:19][C:18]=2[N:23]([C:24]([O:26][C:27]([CH3:30])([CH3:29])[CH3:28])=[O:25])[C:31]([O:33][C:34]([CH3:36])([CH3:35])[CH3:37])=[O:32])[CH2:10][C@H:9]1[NH:8][C:6]([O:5][C:1]([CH3:4])([CH3:2])[CH3:3])=[O:7])(=[O:41])=[O:40]. The catalyst class is: 2. (5) Reactant: [Cl:1][C:2]1[C:3]([F:31])=[CH:4][C:5]2[N:9]=[CH:8][N:7]([C:10]3[S:14][C:13]([C:15](OC)=[O:16])=[C:12]([O:19][C@@H:20]([C:22]4[CH:27]=[CH:26][CH:25]=[C:24]([OH:28])[C:23]=4[Cl:29])[CH3:21])[CH:11]=3)[C:6]=2[CH:30]=1.[CH3:32][N:33]1[CH2:38][CH2:37][CH:36](O)[CH2:35][CH2:34]1.C1(P(C2C=CC=CC=2)C2C=CC=CC=2)C=CC=CC=1.CC(OC(/[N:66]=N/C(OC(C)(C)C)=O)=O)(C)C. Product: [Cl:1][C:2]1[C:3]([F:31])=[CH:4][C:5]2[N:9]=[CH:8][N:7]([C:10]3[S:14][C:13]([C:15]([NH2:66])=[O:16])=[C:12]([O:19][C@@H:20]([C:22]4[CH:27]=[CH:26][CH:25]=[C:24]([O:28][CH:36]5[CH2:37][CH2:38][N:33]([CH3:32])[CH2:34][CH2:35]5)[C:23]=4[Cl:29])[CH3:21])[CH:11]=3)[C:6]=2[CH:30]=1. The catalyst class is: 2. (6) Reactant: [F:1][C:2]1[CH:7]=[CH:6][C:5]([N:8]2[C:16]3[C:11](=[CH:12][C:13](/[C:17](=C\C(C)C)/[C:18]([CH3:24])([CH3:23])[C:19]([O:21]C)=[O:20])=[CH:14][CH:15]=3)[CH:10]=[N:9]2)=[CH:4][CH:3]=1.CS(C)=O.[OH-:33].[Na+]. Product: [CH2:10]([O:33][CH:17]([C:13]1[CH:12]=[C:11]2[C:16](=[CH:15][CH:14]=1)[N:8]([C:5]1[CH:4]=[CH:3][C:2]([F:1])=[CH:7][CH:6]=1)[N:9]=[CH:10]2)[C:18]([CH3:24])([CH3:23])[C:19]([OH:21])=[O:20])[C:11]1[CH:16]=[CH:15][CH:14]=[CH:13][CH:12]=1. The catalyst class is: 5.